Dataset: Catalyst prediction with 721,799 reactions and 888 catalyst types from USPTO. Task: Predict which catalyst facilitates the given reaction. Reactant: [OH-].[Na+].[Br:3][C:4]1[C:24]([O:25][CH:26]([CH3:28])[CH3:27])=[CH:23][C:7]2[C:8]([C:18]([O:20]CC)=[O:19])=[C:9]([C:11]3[CH:16]=[CH:15][C:14]([F:17])=[CH:13][CH:12]=3)[O:10][C:6]=2[CH:5]=1.CO. Product: [Br:3][C:4]1[C:24]([O:25][CH:26]([CH3:28])[CH3:27])=[CH:23][C:7]2[C:8]([C:18]([OH:20])=[O:19])=[C:9]([C:11]3[CH:16]=[CH:15][C:14]([F:17])=[CH:13][CH:12]=3)[O:10][C:6]=2[CH:5]=1. The catalyst class is: 1.